This data is from Catalyst prediction with 721,799 reactions and 888 catalyst types from USPTO. The task is: Predict which catalyst facilitates the given reaction. (1) Reactant: [C:1](=O)([O:34]C1C=CC([N+]([O-])=O)=CC=1)[O:2][CH2:3][C:4]1[CH:9]=[CH:8][C:7]([C:10]2[CH:19]=[CH:18][CH:17]=[C:16]3[C:11]=2[CH2:12][CH2:13][CH2:14][N:15]3[C:20](=[O:33])[CH2:21][CH2:22][CH2:23][O:24][C:25]2[CH:30]=[CH:29][CH:28]=[C:27]([CH3:31])[C:26]=2[CH3:32])=[CH:6][CH:5]=1.Cl.[NH2:46][CH2:47][C:48]([O:50][CH3:51])=[O:49]. Product: [CH3:32][C:26]1[C:27]([CH3:31])=[CH:28][CH:29]=[CH:30][C:25]=1[O:24][CH2:23][CH2:22][CH2:21][C:20]([N:15]1[C:16]2[C:11](=[C:10]([C:7]3[CH:6]=[CH:5][C:4]([CH2:3][O:2][C:1]([NH:46][CH2:47][C:48]([O:50][CH3:51])=[O:49])=[O:34])=[CH:9][CH:8]=3)[CH:19]=[CH:18][CH:17]=2)[CH2:12][CH2:13][CH2:14]1)=[O:33]. The catalyst class is: 2. (2) Reactant: [Br:1]Br.[CH2:3]([O:10][C:11]1[CH:12]=[CH:13][CH:14]=[C:15]2[C:20]=1[NH:19][C:18](=[O:21])[C:17]([CH3:22])=[CH:16]2)[C:4]1[CH:9]=[CH:8][CH:7]=[CH:6][CH:5]=1.C([O-])(=O)C.[Na+]. Product: [CH2:3]([O:10][C:11]1[CH:12]=[CH:13][C:14]([Br:1])=[C:15]2[C:20]=1[NH:19][C:18](=[O:21])[C:17]([CH3:22])=[CH:16]2)[C:4]1[CH:5]=[CH:6][CH:7]=[CH:8][CH:9]=1. The catalyst class is: 15. (3) Reactant: [ClH:1].[OH:2][NH:3][C:4]([C:6]1([S:15]([C:18]2[CH:23]=[CH:22][C:21]([O:24][C:25]3[CH:30]=[CH:29][CH:28]=[CH:27][CH:26]=3)=[CH:20][CH:19]=2)(=[O:17])=[O:16])[CH2:11][CH2:10][N:9]([CH2:12][C:13]#[CH:14])[CH2:8][CH2:7]1)=[O:5].C(O)(=O)C.C(OC1(O[Si](C)(C)C)CC1)C.C([BH3-])#N.[Na+]. Product: [ClH:1].[CH:12]1([N:9]2[CH2:8][CH2:7][C:6]([S:15]([C:18]3[CH:19]=[CH:20][C:21]([O:24][C:25]4[CH:30]=[CH:29][CH:28]=[CH:27][CH:26]=4)=[CH:22][CH:23]=3)(=[O:17])=[O:16])([C:4]([NH:3][OH:2])=[O:5])[CH2:11][CH2:10]2)[CH2:14][CH2:13]1. The catalyst class is: 5. (4) Reactant: [C:1]1([C:7]([C:15]2[CH:20]=[CH:19][CH:18]=[CH:17][CH:16]=2)([CH:9]2[CH2:14][CH2:13][NH:12][CH2:11][CH2:10]2)[OH:8])[CH:6]=[CH:5][CH:4]=[CH:3][CH:2]=1.Br[CH2:22][CH2:23][CH2:24][OH:25].C(#N)C. Product: [OH:8][C:7]([C:15]1[CH:20]=[CH:19][CH:18]=[CH:17][CH:16]=1)([C:1]1[CH:2]=[CH:3][CH:4]=[CH:5][CH:6]=1)[CH:9]1[CH2:14][CH2:13][N:12]([CH2:22][CH2:23][CH2:24][OH:25])[CH2:11][CH2:10]1. The catalyst class is: 250. (5) Product: [Si:1]([O:8][C@H:9]1[CH2:13][N:12]([C:14]([O:16][C:17]([CH3:20])([CH3:19])[CH3:18])=[O:15])[C@H:11]([CH:21]([CH3:23])[CH3:22])[CH2:10]1)([C:4]([CH3:7])([CH3:6])[CH3:5])([CH3:2])[CH3:3]. The catalyst class is: 94. Reactant: [Si:1]([O:8][C@H:9]1[CH2:13][N:12]([C:14]([O:16][C:17]([CH3:20])([CH3:19])[CH3:18])=[O:15])[C@H:11]([C:21]([CH3:23])=[CH2:22])[CH2:10]1)([C:4]([CH3:7])([CH3:6])[CH3:5])([CH3:3])[CH3:2]. (6) Reactant: [F:1][C:2]([F:57])([F:56])[C:3]1[CH:4]=[C:5]([C@H:13]2[O:17][C:16](=[O:18])[N:15]([CH2:19][C:20]3[CH:25]=[C:24]([C:26]([F:29])([F:28])[F:27])[CH:23]=[CH:22][C:21]=3[C:30]3[C:35]([O:36][CH3:37])=[CH:34][CH:33]=[C:32]([C:38]4[CH:39]=[CH:40][C:41]([C:45]([O:47]CC5C=CC=CC=5)=[O:46])=[N:42][C:43]=4[CH3:44])[CH:31]=3)[C@H:14]2[CH3:55])[CH:6]=[C:7]([C:9]([F:12])([F:11])[F:10])[CH:8]=1. The catalyst class is: 29. Product: [F:57][C:2]([F:1])([F:56])[C:3]1[CH:4]=[C:5]([C@H:13]2[O:17][C:16](=[O:18])[N:15]([CH2:19][C:20]3[CH:25]=[C:24]([C:26]([F:27])([F:28])[F:29])[CH:23]=[CH:22][C:21]=3[C:30]3[C:35]([O:36][CH3:37])=[CH:34][CH:33]=[C:32]([C:38]4[CH:39]=[CH:40][C:41]([C:45]([OH:47])=[O:46])=[N:42][C:43]=4[CH3:44])[CH:31]=3)[C@H:14]2[CH3:55])[CH:6]=[C:7]([C:9]([F:12])([F:11])[F:10])[CH:8]=1.